Dataset: Reaction yield outcomes from USPTO patents with 853,638 reactions. Task: Predict the reaction yield, written as a fraction of the theoretical maximum amount of product (1.0 means a 100% yield; for example, 0.34 means a 34% yield). (1) The reactants are [CH:1]1(B2OC(C)(C)C(C)(C)O2)[CH2:3][CH2:2]1.P([O-])([O-])([O-])=O.[K+].[K+].[K+].Br[C:22]1[C:23]([C:51]#[N:52])=[CH:24][CH:25]=[C:26]2[C:34]=1[NH:33][C:32]1[C:31]([CH3:36])([CH3:35])[C:30]3[CH:37]=[C:38]([O:41][CH2:42][C@H:43]4[CH2:47][O:46][C:45]([CH3:49])([CH3:48])[O:44]4)[CH:39]=[CH:40][C:29]=3[C:28](=[O:50])[C:27]2=1.C1(P(C2CCCCC2)C2CCCCC2)CCCCC1.Cl. The catalyst is O.C([O-])(=O)C.[Pd+2].C([O-])(=O)C. The product is [CH:1]1([C:22]2[C:23]([C:51]#[N:52])=[CH:24][CH:25]=[C:26]3[C:34]=2[NH:33][C:32]2[C:31]([CH3:35])([CH3:36])[C:30]4[CH:37]=[C:38]([O:41][CH2:42][C@H:43]5[CH2:47][O:46][C:45]([CH3:48])([CH3:49])[O:44]5)[CH:39]=[CH:40][C:29]=4[C:28](=[O:50])[C:27]3=2)[CH2:3][CH2:2]1. The yield is 0.490. (2) The reactants are [F:1][C:2]1[CH:9]=[CH:8][C:5]([CH:6]=O)=[CH:4][CH:3]=1.C(O)(=O)[CH2:11][C:12]([OH:14])=[O:13].N1CCCCC1.N1C=CC=CC=1.Cl. No catalyst specified. The product is [F:1][C:2]1[CH:9]=[CH:8][C:5]([CH:6]=[CH:11][C:12]([OH:14])=[O:13])=[CH:4][CH:3]=1. The yield is 0.900. (3) The reactants are FC(F)(F)[C:3](O)=[O:4].[C:8]1([C:14]2[NH:18][C:17](=[O:19])[C:16]3([CH2:24][CH2:23][NH:22][CH2:21][CH2:20]3)[N:15]=2)[CH:13]=[CH:12][CH:11]=[CH:10][CH:9]=1.[NH2:25][C@H:26]1[C:39](=[O:40])[N:38]([CH2:41][C:42]([CH3:45])([CH3:44])[CH3:43])[CH2:37][C:29]2[C:30]3[CH:31]=[N:32][NH:33][C:34]=3[CH:35]=[CH:36][C:28]=2[CH2:27]1. No catalyst specified. The product is [CH3:43][C:42]([CH3:45])([CH3:44])[CH2:41][N:38]1[CH2:37][C:29]2[C:30]3[CH:31]=[N:32][NH:33][C:34]=3[CH:35]=[CH:36][C:28]=2[CH2:27][C@@H:26]([NH:25][C:3]([N:22]2[CH2:23][CH2:24][C:16]3([N:15]=[C:14]([C:8]4[CH:9]=[CH:10][CH:11]=[CH:12][CH:13]=4)[NH:18][C:17]3=[O:19])[CH2:20][CH2:21]2)=[O:4])[C:39]1=[O:40]. The yield is 0.250. (4) The reactants are Cl[C:2]1([C:12]2[CH:17]=[CH:16][C:15]([Cl:18])=[CH:14][CH:13]=2)[C:10]2[C:5](=[CH:6][CH:7]=[CH:8][CH:9]=2)[C:4](=[O:11])[O:3]1.C(N(CC)CC)C.[CH2:26]([NH2:29])[CH2:27][CH3:28]. The catalyst is C(OCC)(=O)C. The product is [Cl:18][C:15]1[CH:16]=[CH:17][C:12]([C:2]2([OH:3])[C:10]3[C:5](=[CH:6][CH:7]=[CH:8][CH:9]=3)[C:4](=[O:11])[N:29]2[CH2:26][CH2:27][CH3:28])=[CH:13][CH:14]=1. The yield is 0.770.